This data is from Forward reaction prediction with 1.9M reactions from USPTO patents (1976-2016). The task is: Predict the product of the given reaction. (1) The product is: [O:11]=[C:6]1[C:7]2[C:3](=[C:2]([NH:1][CH2:20][C:21]3[CH:26]=[CH:25][CH:24]=[CH:23][CH:22]=3)[CH:10]=[CH:9][CH:8]=2)[CH2:4][N:5]1[CH:12]1[CH2:17][CH2:16][C:15](=[O:18])[NH:14][C:13]1=[O:19]. Given the reactants [NH2:1][C:2]1[CH:10]=[CH:9][CH:8]=[C:7]2[C:3]=1[CH2:4][N:5]([CH:12]1[CH2:17][CH2:16][C:15](=[O:18])[NH:14][C:13]1=[O:19])[C:6]2=[O:11].[CH:20](=O)[C:21]1[CH:26]=[CH:25][CH:24]=[CH:23][CH:22]=1.[BH4-].[Na+], predict the reaction product. (2) Given the reactants CC(OI1(OC(C)=O)(OC(C)=O)[O:14][C:12](=O)[C:11]2[CH:10]=[CH:9][CH:8]=[CH:7][C:6]1=2)=O.[Cl:23][C:24]1[S:28][C:27]([C@@H:29]([NH:32]C(=O)OC(C)(C)C)CO)=[CH:26][CH:25]=1.[O-]S([O-])(=S)=O.[Na+].[Na+].C(Cl)[Cl:48], predict the reaction product. The product is: [NH2:32][C@H:29]([C:27]1[S:28][C:24]([Cl:23])=[CH:25][CH:26]=1)[C@@H:12]([C:11]1[CH:6]=[CH:7][CH:8]=[C:9]([Cl:48])[CH:10]=1)[OH:14]. (3) Given the reactants [F:1][C:2](=[C:20]1[CH2:25][CH2:24][NH:23][CH2:22][CH2:21]1)[C:3]1[CH:4]=[C:5]([CH:17]=[CH:18][CH:19]=1)[O:6][C:7]1[CH:12]=[CH:11][C:10]([C:13]([F:16])([F:15])[F:14])=[CH:9][N:8]=1.[CH3:26][C:27]1[N:32]=[CH:31][C:30]([NH:33][C:34](=O)[O:35]C2C=CC=CC=2)=[CH:29][CH:28]=1, predict the reaction product. The product is: [F:1][C:2]([C:3]1[CH:19]=[CH:18][CH:17]=[C:5]([O:6][C:7]2[CH:12]=[CH:11][C:10]([C:13]([F:15])([F:16])[F:14])=[CH:9][N:8]=2)[CH:4]=1)=[C:20]1[CH2:25][CH2:24][N:23]([C:34]([NH:33][C:30]2[CH:31]=[N:32][C:27]([CH3:26])=[CH:28][CH:29]=2)=[O:35])[CH2:22][CH2:21]1. (4) Given the reactants [NH2:1][C@H:2]([CH2:17][NH:18][C:19](=[O:35])[CH:20]([CH2:28][C:29]1[CH:34]=[CH:33][CH:32]=[CH:31][CH:30]=1)[CH2:21][C:22]1[CH:27]=[CH:26][CH:25]=[CH:24][CH:23]=1)[CH2:3][CH2:4][CH2:5][NH:6]C(=O)OCC1C=CC=CC=1, predict the reaction product. The product is: [CH2:28]([CH:20]([CH2:21][C:22]1[CH:23]=[CH:24][CH:25]=[CH:26][CH:27]=1)[C:19]([NH:18][CH2:17][C@@H:2]([NH2:1])[CH2:3][CH2:4][CH2:5][NH2:6])=[O:35])[C:29]1[CH:30]=[CH:31][CH:32]=[CH:33][CH:34]=1.